Dataset: NCI-60 drug combinations with 297,098 pairs across 59 cell lines. Task: Regression. Given two drug SMILES strings and cell line genomic features, predict the synergy score measuring deviation from expected non-interaction effect. (1) Drug 1: CC12CCC(CC1=CCC3C2CCC4(C3CC=C4C5=CN=CC=C5)C)O. Drug 2: COC1=CC(=CC(=C1O)OC)C2C3C(COC3=O)C(C4=CC5=C(C=C24)OCO5)OC6C(C(C7C(O6)COC(O7)C8=CC=CS8)O)O. Cell line: MDA-MB-231. Synergy scores: CSS=28.8, Synergy_ZIP=-7.67, Synergy_Bliss=-4.00, Synergy_Loewe=-20.5, Synergy_HSA=-2.31. (2) Drug 1: CCC1=C2CN3C(=CC4=C(C3=O)COC(=O)C4(CC)O)C2=NC5=C1C=C(C=C5)O. Drug 2: CCC1(C2=C(COC1=O)C(=O)N3CC4=CC5=C(C=CC(=C5CN(C)C)O)N=C4C3=C2)O.Cl. Cell line: MOLT-4. Synergy scores: CSS=97.0, Synergy_ZIP=2.15, Synergy_Bliss=2.02, Synergy_Loewe=0.802, Synergy_HSA=2.96. (3) Drug 1: C1CN1P(=S)(N2CC2)N3CC3. Drug 2: CCN(CC)CCNC(=O)C1=C(NC(=C1C)C=C2C3=C(C=CC(=C3)F)NC2=O)C. Cell line: OVCAR3. Synergy scores: CSS=-12.3, Synergy_ZIP=1.73, Synergy_Bliss=-7.33, Synergy_Loewe=-9.04, Synergy_HSA=-11.3. (4) Drug 1: C1CC(=O)NC(=O)C1N2CC3=C(C2=O)C=CC=C3N. Drug 2: COC1=CC(=CC(=C1O)OC)C2C3C(COC3=O)C(C4=CC5=C(C=C24)OCO5)OC6C(C(C7C(O6)COC(O7)C8=CC=CS8)O)O. Cell line: UACC62. Synergy scores: CSS=33.9, Synergy_ZIP=-1.47, Synergy_Bliss=2.56, Synergy_Loewe=-16.8, Synergy_HSA=3.98. (5) Synergy scores: CSS=57.2, Synergy_ZIP=-1.72, Synergy_Bliss=1.11, Synergy_Loewe=-26.3, Synergy_HSA=2.30. Drug 2: CC(C)NC(=O)C1=CC=C(C=C1)CNNC.Cl. Cell line: ACHN. Drug 1: CC1OCC2C(O1)C(C(C(O2)OC3C4COC(=O)C4C(C5=CC6=C(C=C35)OCO6)C7=CC(=C(C(=C7)OC)O)OC)O)O. (6) Drug 1: C1C(C(OC1N2C=C(C(=O)NC2=O)F)CO)O. Drug 2: CNC(=O)C1=NC=CC(=C1)OC2=CC=C(C=C2)NC(=O)NC3=CC(=C(C=C3)Cl)C(F)(F)F. Cell line: SF-268. Synergy scores: CSS=35.5, Synergy_ZIP=-6.14, Synergy_Bliss=0.716, Synergy_Loewe=-80.0, Synergy_HSA=-1.64. (7) Drug 1: CC1=C(C(=CC=C1)Cl)NC(=O)C2=CN=C(S2)NC3=CC(=NC(=N3)C)N4CCN(CC4)CCO. Drug 2: B(C(CC(C)C)NC(=O)C(CC1=CC=CC=C1)NC(=O)C2=NC=CN=C2)(O)O. Cell line: M14. Synergy scores: CSS=22.0, Synergy_ZIP=-1.50, Synergy_Bliss=-0.225, Synergy_Loewe=-7.08, Synergy_HSA=-0.309.